This data is from Peptide-MHC class II binding affinity with 134,281 pairs from IEDB. The task is: Regression. Given a peptide amino acid sequence and an MHC pseudo amino acid sequence, predict their binding affinity value. This is MHC class II binding data. The peptide sequence is ENVIDVKLVDANGKL. The MHC is DRB3_0202 with pseudo-sequence DRB3_0202. The binding affinity (normalized) is 0.